Dataset: Reaction yield outcomes from USPTO patents with 853,638 reactions. Task: Predict the reaction yield, written as a fraction of the theoretical maximum amount of product (1.0 means a 100% yield; for example, 0.34 means a 34% yield). The reactants are [NH2:1][C@@H:2]([CH2:5][CH:6]1[CH2:11][CH2:10][CH2:9][CH2:8][CH2:7]1)[CH2:3][OH:4].CCN(C(C)C)C(C)C.[CH:21]1([CH2:26][C:27]2[N:31]([CH:32]([CH2:35][CH3:36])[CH2:33][CH3:34])[C:30]3[CH:37]=[CH:38][C:39]([C:41](Cl)=[O:42])=[CH:40][C:29]=3[N:28]=2)[CH2:25][CH2:24][CH2:23][CH2:22]1. The catalyst is C1COCC1. The product is [CH:6]1([CH2:5][C@H:2]([NH:1][C:41]([C:39]2[CH:38]=[CH:37][C:30]3[N:31]([CH:32]([CH2:33][CH3:34])[CH2:35][CH3:36])[C:27]([CH2:26][CH:21]4[CH2:25][CH2:24][CH2:23][CH2:22]4)=[N:28][C:29]=3[CH:40]=2)=[O:42])[CH2:3][OH:4])[CH2:11][CH2:10][CH2:9][CH2:8][CH2:7]1. The yield is 0.270.